This data is from Full USPTO retrosynthesis dataset with 1.9M reactions from patents (1976-2016). The task is: Predict the reactants needed to synthesize the given product. (1) Given the product [F:29][C@@H:30]1[CH2:34][CH2:33][N:32]([C:8]([NH:7][C:5]2[S:6][C:2]([CH3:1])=[CH:3][N:4]=2)=[O:9])[CH2:31]1, predict the reactants needed to synthesize it. The reactants are: [CH3:1][C:2]1[S:6][C:5]([NH2:7])=[N:4][CH:3]=1.[C:8](Cl)(Cl)=[O:9].C1(C)C=CC=CC=1.C(N(C(C)C)CC)(C)C.Cl.[F:29][C@@H:30]1[CH2:34][CH2:33][NH:32][CH2:31]1. (2) Given the product [ClH:33].[CH:29]1([CH2:28][NH:7][C@@H:8]2[CH2:10][C@H:9]2[C:11]2[CH:16]=[CH:15][C:14]([N:17]3[C:18](=[O:27])[C:19]4[C:24](=[CH:23][CH:22]=[CH:21][CH:20]=4)[C:25]3=[O:26])=[CH:13][CH:12]=2)[CH2:30][CH2:31]1, predict the reactants needed to synthesize it. The reactants are: C(OC(=O)[N:7]([CH2:28][CH:29]1[CH2:31][CH2:30]1)[C@@H:8]1[CH2:10][C@H:9]1[C:11]1[CH:16]=[CH:15][C:14]([N:17]2[C:25](=[O:26])[C:24]3[C:19](=[CH:20][CH:21]=[CH:22][CH:23]=3)[C:18]2=[O:27])=[CH:13][CH:12]=1)(C)(C)C.[ClH:33].COC1CCCC1. (3) Given the product [Br:18][CH2:19][CH2:20][O:11][C:7]1[CH:6]=[C:5]2[C:10](=[CH:9][CH:8]=1)[NH:2][CH:3]=[CH:4]2, predict the reactants needed to synthesize it. The reactants are: C[N:2]1[C:10]2[C:5](=[CH:6][C:7]([OH:11])=[CH:8][CH:9]=2)[CH:4]=[C:3]1CN(C)CC#C.[Br:18][CH2:19][CH2:20]Br.C(=O)([O-])[O-].[K+].[K+]. (4) Given the product [C:1]([O:5][C:6]([C@@H:8]([CH2:30][C:31]1[CH:32]=[CH:33][CH:34]=[CH:35][CH:36]=1)[C:9]([N:11]1[C:19]2[CH:18]=[C:17]([C:20]3[CH:25]=[CH:24][N:23]=[CH:22][CH:21]=3)[CH:16]=[C:15]([C:26]([NH:37][NH2:38])=[O:28])[C:14]=2[CH2:13][CH2:12]1)=[O:10])=[O:7])([CH3:3])([CH3:2])[CH3:4], predict the reactants needed to synthesize it. The reactants are: [C:1]([O:5][C:6]([C@@H:8]([CH2:30][C:31]1[CH:36]=[CH:35][CH:34]=[CH:33][CH:32]=1)[C:9]([N:11]1[C:19]2[CH:18]=[C:17]([C:20]3[CH:25]=[CH:24][N:23]=[CH:22][CH:21]=3)[CH:16]=[C:15]([C:26]([O:28]C)=O)[C:14]=2[CH2:13][CH2:12]1)=[O:10])=[O:7])([CH3:4])([CH3:3])[CH3:2].[NH2:37][NH2:38].